From a dataset of Forward reaction prediction with 1.9M reactions from USPTO patents (1976-2016). Predict the product of the given reaction. (1) Given the reactants [OH-].[Na+].C([O:5][C:6]([C:8]1[CH:12]=[C:11]([CH2:13][CH2:14][CH2:15][CH:16]([CH3:18])[CH3:17])[NH:10][N:9]=1)=[O:7])C, predict the reaction product. The product is: [CH3:17][CH:16]([CH3:18])[CH2:15][CH2:14][CH2:13][C:11]1[NH:10][N:9]=[C:8]([C:6]([OH:7])=[O:5])[CH:12]=1. (2) Given the reactants C[O:2][C:3](=[O:33])[CH:4]([NH:23][C:24](=[O:32])[C:25]1[CH:30]=[CH:29][CH:28]=[CH:27][C:26]=1[NH2:31])[CH2:5][C:6]1[CH:11]=[CH:10][C:9]([N+:12]([O-:14])=[O:13])=[C:8]([O:15][CH2:16][C:17]2[CH:22]=[CH:21][CH:20]=[CH:19][CH:18]=2)[CH:7]=1.[OH-].[Na+], predict the reaction product. The product is: [NH2:31][C:26]1[CH:27]=[CH:28][CH:29]=[CH:30][C:25]=1[C:24]([NH:23][CH:4]([CH2:5][C:6]1[CH:11]=[CH:10][C:9]([N+:12]([O-:14])=[O:13])=[C:8]([O:15][CH2:16][C:17]2[CH:22]=[CH:21][CH:20]=[CH:19][CH:18]=2)[CH:7]=1)[C:3]([OH:33])=[O:2])=[O:32]. (3) Given the reactants [F:1][C:2]1([F:24])[O:6][C:5]2[CH:7]=[CH:8][CH:9]=[C:10]([N:11]3[CH:16]=[C:15]([O:17][CH3:18])[C:14](=[O:19])[C:13]([C:20]([O:22]C)=[O:21])=[N:12]3)[C:4]=2[O:3]1.[OH-].[Na+], predict the reaction product. The product is: [F:24][C:2]1([F:1])[O:6][C:5]2[CH:7]=[CH:8][CH:9]=[C:10]([N:11]3[CH:16]=[C:15]([O:17][CH3:18])[C:14](=[O:19])[C:13]([C:20]([OH:22])=[O:21])=[N:12]3)[C:4]=2[O:3]1.